Dataset: Full USPTO retrosynthesis dataset with 1.9M reactions from patents (1976-2016). Task: Predict the reactants needed to synthesize the given product. (1) Given the product [CH3:39][C:34]1([CH3:40])[C:35]([CH3:38])([CH3:37])[O:36][B:32]([C:2]2[C:10]3[C:5](=[N:6][CH:7]=[C:8]([NH:11][C:12](=[O:21])[O:13][CH2:14][C:15]4[CH:20]=[CH:19][CH:18]=[CH:17][CH:16]=4)[CH:9]=3)[N:4]([S:22]([C:25]3[CH:31]=[CH:30][C:28]([CH3:29])=[CH:27][CH:26]=3)(=[O:24])=[O:23])[CH:3]=2)[O:33]1, predict the reactants needed to synthesize it. The reactants are: Br[C:2]1[C:10]2[C:5](=[N:6][CH:7]=[C:8]([NH:11][C:12](=[O:21])[O:13][CH2:14][C:15]3[CH:20]=[CH:19][CH:18]=[CH:17][CH:16]=3)[CH:9]=2)[N:4]([S:22]([C:25]2[CH:31]=[CH:30][C:28]([CH3:29])=[CH:27][CH:26]=2)(=[O:24])=[O:23])[CH:3]=1.[B:32]1([B:32]2[O:36][C:35]([CH3:38])([CH3:37])[C:34]([CH3:40])([CH3:39])[O:33]2)[O:36][C:35]([CH3:38])([CH3:37])[C:34]([CH3:40])([CH3:39])[O:33]1.C([O-])(=O)C.[K+]. (2) Given the product [CH:9]1([O:8][C:4]2[CH:5]=[CH:6][CH:7]=[C:2]([Br:1])[CH:3]=2)[CH2:11][CH2:10]1, predict the reactants needed to synthesize it. The reactants are: [Br:1][C:2]1[CH:3]=[C:4]([OH:8])[CH:5]=[CH:6][CH:7]=1.[CH:9]1(Br)[CH2:11][CH2:10]1.[I-].[Na+].C(=O)([O-])[O-].[Cs+].[Cs+].